This data is from Full USPTO retrosynthesis dataset with 1.9M reactions from patents (1976-2016). The task is: Predict the reactants needed to synthesize the given product. (1) Given the product [N:1]1([CH2:6][C:7]2[CH:12]=[CH:11][C:10]([CH:13]3[CH2:14][CH:15]([CH2:17][O:18][S:32]([C:29]4[CH:30]=[CH:31][C:26]([CH3:36])=[CH:27][CH:28]=4)(=[O:34])=[O:33])[CH2:16]3)=[CH:9][CH:8]=2)[CH2:5][CH2:4][CH2:3][CH2:2]1, predict the reactants needed to synthesize it. The reactants are: [N:1]1([CH2:6][C:7]2[CH:12]=[CH:11][C:10]([CH:13]3[CH2:16][CH:15]([CH2:17][OH:18])[CH2:14]3)=[CH:9][CH:8]=2)[CH2:5][CH2:4][CH2:3][CH2:2]1.C(N(CC)CC)C.[C:26]1([CH3:36])[CH:31]=[CH:30][C:29]([S:32](Cl)(=[O:34])=[O:33])=[CH:28][CH:27]=1. (2) Given the product [CH2:8]([N:4]([CH:2]=[CH2:3])[CH:5]=[O:6])[CH2:9][CH2:10][CH2:11][CH2:12][CH2:13][CH2:14][CH2:15][CH2:16][CH3:17], predict the reactants needed to synthesize it. The reactants are: [K].[CH:2]([NH:4][CH:5]=[O:6])=[CH2:3].Br[CH2:8][CH2:9][CH2:10][CH2:11][CH2:12][CH2:13][CH2:14][CH2:15][CH2:16][CH3:17]. (3) Given the product [CH3:1][C@H:2]([N:9]=[P:10]([Cl:13])([Cl:12])[Cl:11])[C:3]1[CH:8]=[CH:7][CH:6]=[CH:5][CH:4]=1, predict the reactants needed to synthesize it. The reactants are: [CH3:1][C@H:2]([NH2:9])[C:3]1[CH:8]=[CH:7][CH:6]=[CH:5][CH:4]=1.[P:10](Cl)(Cl)([Cl:13])([Cl:12])[Cl:11]. (4) The reactants are: [CH3:1][C:2]1([CH3:8])[CH2:7][NH:6][CH2:5][CH2:4][NH:3]1.[C:9](O[C:9]([O:11][C:12]([CH3:15])([CH3:14])[CH3:13])=[O:10])([O:11][C:12]([CH3:15])([CH3:14])[CH3:13])=[O:10].C(N(CC)CC)C. Given the product [CH3:1][C:2]1([CH3:8])[NH:3][CH2:4][CH2:5][N:6]([C:9]([O:11][C:12]([CH3:15])([CH3:14])[CH3:13])=[O:10])[CH2:7]1, predict the reactants needed to synthesize it. (5) Given the product [CH2:1]([N:8]1[CH:12]=[C:11]([CH2:13][CH2:14][CH2:15][CH2:16][CH2:17][C:18]([NH:21][CH:22]2[CH2:23][CH2:24][N:25]([C:28]([O:30][C:31]([CH3:34])([CH3:33])[CH3:32])=[O:29])[CH2:26][CH2:27]2)=[O:20])[N:10]=[N:9]1)[C:2]1[CH:3]=[CH:4][CH:5]=[CH:6][CH:7]=1, predict the reactants needed to synthesize it. The reactants are: [CH2:1]([N:8]1[CH:12]=[C:11]([CH2:13][CH2:14][CH2:15][CH2:16][CH2:17][C:18]([OH:20])=O)[N:10]=[N:9]1)[C:2]1[CH:7]=[CH:6][CH:5]=[CH:4][CH:3]=1.[NH2:21][CH:22]1[CH2:27][CH2:26][N:25]([C:28]([O:30][C:31]([CH3:34])([CH3:33])[CH3:32])=[O:29])[CH2:24][CH2:23]1.CN(C(ON1N=NC2C=CC=NC1=2)=[N+](C)C)C.F[P-](F)(F)(F)(F)F.C(N(CC)CC)C. (6) The reactants are: N[C:2]1[CH:7]=[CH:6][C:5]([CH3:8])=[CH:4][C:3]=1[S:9]([NH:12][C:13]1[CH:14]=[CH:15][CH:16]=[C:17]2[C:22]=1[N:21]=[CH:20][CH:19]=[CH:18]2)(=[O:11])=[O:10].N(OC(C)(C)C)=O.CC(O)=O. Given the product [CH3:8][C:5]1[CH:4]=[C:3]2[C:2](=[CH:7][CH:6]=1)[C:14]1[C:13](=[C:22]3[C:17](=[CH:16][CH:15]=1)[CH:18]=[CH:19][CH:20]=[N:21]3)[NH:12][S:9]2(=[O:10])=[O:11], predict the reactants needed to synthesize it. (7) Given the product [F:1][C:2]([CH3:28])([CH3:27])[CH2:3][N:4]1[CH2:9][CH2:8][CH:7]([CH2:10][O:11][C:12]2[N:17]=[CH:16][C:15]([C:18]3[CH:19]=[CH:20][C:21]([C:22]([N:29]4[CH2:33][CH2:32][CH2:31][C@@H:30]4[CH2:34][OH:35])=[O:23])=[CH:25][CH:26]=3)=[CH:14][CH:13]=2)[CH2:6][CH2:5]1, predict the reactants needed to synthesize it. The reactants are: [F:1][C:2]([CH3:28])([CH3:27])[CH2:3][N:4]1[CH2:9][CH2:8][CH:7]([CH2:10][O:11][C:12]2[N:17]=[CH:16][C:15]([C:18]3[CH:26]=[CH:25][C:21]([C:22](O)=[O:23])=[CH:20][CH:19]=3)=[CH:14][CH:13]=2)[CH2:6][CH2:5]1.[NH:29]1[CH2:33][CH2:32][CH2:31][C@@H:30]1[CH2:34][OH:35].C1CN([P+](ON2N=NC3C=CC=CC2=3)(N2CCCC2)N2CCCC2)CC1.F[P-](F)(F)(F)(F)F.CCN(C(C)C)C(C)C. (8) Given the product [CH2:2]([O:4][C:5]([C:7]1[C:8]2[S:16][CH:15]=[C:14]([CH2:17][O:18][C:19]3[CH:24]=[CH:23][CH:22]=[C:21]([O:25][CH2:26][C:27]4[CH:32]=[CH:31][C:30]([O:33][CH3:34])=[C:29]([C:35]([F:38])([F:37])[F:36])[CH:28]=4)[CH:20]=3)[C:9]=2[C:10]([NH2:1])=[N:11][CH:12]=1)=[O:6])[CH3:3], predict the reactants needed to synthesize it. The reactants are: [NH3:1].[CH2:2]([O:4][C:5]([C:7]1[C:8]2[S:16][CH:15]=[C:14]([CH2:17][O:18][C:19]3[CH:24]=[CH:23][CH:22]=[C:21]([O:25][CH2:26][C:27]4[CH:32]=[CH:31][C:30]([O:33][CH3:34])=[C:29]([C:35]([F:38])([F:37])[F:36])[CH:28]=4)[CH:20]=3)[C:9]=2[C:10](Cl)=[N:11][CH:12]=1)=[O:6])[CH3:3]. (9) Given the product [CH3:1][O:2][C:3]([C:4]1[CH:9]=[C:8]([Cl:10])[CH:7]=[C:6]2[C:5]=1[NH:11][CH:12]([C:13]1[CH:18]=[CH:17][CH:16]=[C:15]([Br:19])[CH:14]=1)[C:22]([CH3:24])([CH3:23])[CH:21]2[OH:25])=[O:20], predict the reactants needed to synthesize it. The reactants are: [CH3:1][O:2][C:3](=[O:20])[C:4]1[CH:9]=[C:8]([Cl:10])[CH:7]=[CH:6][C:5]=1[N:11]=[CH:12][C:13]1[CH:18]=[CH:17][CH:16]=[C:15]([Br:19])[CH:14]=1.[CH:21](=[O:25])[CH:22]([CH3:24])[CH3:23].O. (10) Given the product [Br:20][CH2:21][C:22]([O:19][CH2:1][CH2:2][CH2:3][CH2:4][CH2:5][CH2:6][CH2:7][CH2:8]/[CH:9]=[CH:10]\[CH2:11][CH2:12][CH2:13][CH2:14][CH2:15][CH2:16][CH2:17][CH3:18])=[O:23], predict the reactants needed to synthesize it. The reactants are: [CH2:1]([OH:19])[CH2:2][CH2:3][CH2:4][CH2:5][CH2:6][CH2:7][CH2:8]/[CH:9]=[CH:10]\[CH2:11][CH2:12][CH2:13][CH2:14][CH2:15][CH2:16][CH2:17][CH3:18].[Br:20][CH2:21][C:22](OC)=[O:23].